From a dataset of Reaction yield outcomes from USPTO patents with 853,638 reactions. Predict the reaction yield, written as a fraction of the theoretical maximum amount of product (1.0 means a 100% yield; for example, 0.34 means a 34% yield). (1) The reactants are Cl[C:2]1[N:11]=[C:10]([C:12]2[CH:17]=[C:16]([F:18])[CH:15]=[CH:14][C:13]=2[CH3:19])[CH:9]=[C:8]2[C:3]=1[CH:4]=[C:5]([NH:20][C:21]([CH:23]1[CH2:25][CH2:24]1)=[O:22])[N:6]=[CH:7]2.[CH3:26]SC.[Na].O1CCCC1.O[O:36][S:37]([O-:39])=O.[K+]. The catalyst is ClCCl.CO. The product is [F:18][C:16]1[CH:15]=[CH:14][C:13]([CH3:19])=[C:12]([C:10]2[CH:9]=[C:8]3[C:3]([CH:4]=[C:5]([NH:20][C:21]([CH:23]4[CH2:25][CH2:24]4)=[O:22])[N:6]=[CH:7]3)=[C:2]([S:37]([CH3:26])(=[O:39])=[O:36])[N:11]=2)[CH:17]=1. The yield is 0.500. (2) The reactants are BrC1C=C(F)C=C2C=1C=CC(=O)N2.[Br:14][C:15]1[CH:24]=[C:23]2[C:18]([CH:19]=[CH:20][C:21](=[O:25])[NH:22]2)=[C:17]([F:26])[CH:16]=1.[H-].[Na+].CS(O[CH2:34][CH2:35][N:36]1[CH2:41][CH2:40][CH:39]([NH:42][C:43]([O:45][C:46]([CH3:49])([CH3:48])[CH3:47])=[O:44])[CH2:38][CH2:37]1)(=O)=O.C(OC(=O)NC1CCN(CCN2C3C(=CC=C(F)C=3)N=CC2=O)CC1)(C)(C)C. The catalyst is C(OCC)(=O)C. The product is [C:46]([O:45][C:43](=[O:44])[NH:42][CH:39]1[CH2:40][CH2:41][N:36]([CH2:35][CH2:34][N:22]2[C:23]3[C:18](=[C:17]([F:26])[CH:16]=[C:15]([Br:14])[CH:24]=3)[CH:19]=[CH:20][C:21]2=[O:25])[CH2:37][CH2:38]1)([CH3:49])([CH3:48])[CH3:47]. The yield is 0.330. (3) The reactants are [CH3:1][N:2]([CH2:4][CH2:5]/[CH:6]=[C:7]1/[C:8]2[CH:9]=[CH:10][CH:11]=[CH:12][C:13]=2[CH2:14][O:15][C:16]2[CH:21]=[CH:20][C:19]([CH2:22][C:23]([OH:25])=[O:24])=[CH:18][C:17]/1=2)[CH3:3].Cl.[C:27](Cl)(=O)C.C([O-])(O)=O.[Na+]. The catalyst is CO. The product is [CH3:27][O:24][C:23](=[O:25])[CH2:22][C:19]1[CH:20]=[CH:21][C:16]2[O:15][CH2:14][C:13]3[CH:12]=[CH:11][CH:10]=[CH:9][C:8]=3/[C:7](=[CH:6]/[CH2:5][CH2:4][N:2]([CH3:3])[CH3:1])/[C:17]=2[CH:18]=1. The yield is 0.940. (4) The reactants are [N:1]([CH:4]1[C:10]2=[N:11][CH:12]=[CH:13][CH:14]=[C:9]2[CH2:8][CH2:7][CH2:6][CH2:5]1)=[N+]=[N-]. The catalyst is CO.[Pd]. The product is [N:11]1[CH:12]=[CH:13][CH:14]=[C:9]2[CH2:8][CH2:7][CH2:6][CH2:5][CH:4]([NH2:1])[C:10]=12. The yield is 0.880. (5) The reactants are [CH3:1][C:2]([N:6]1[CH2:10][CH2:9][CH2:8][CH2:7]1)([CH3:5])[CH2:3][OH:4].[H-].[Na+].Cl[C:14]1[CH:19]=[CH:18][C:17]([N+:20]([O-:22])=[O:21])=[CH:16][C:15]=1[O:23][CH3:24]. The catalyst is CN(C=O)C.CCOC(C)=O. The product is [CH3:24][O:23][C:15]1[CH:16]=[C:17]([N+:20]([O-:22])=[O:21])[CH:18]=[CH:19][C:14]=1[O:4][CH2:3][C:2]([N:6]1[CH2:10][CH2:9][CH2:8][CH2:7]1)([CH3:5])[CH3:1]. The yield is 0.120. (6) The product is [CH:43]1([C:36](=[O:37])[CH2:35][O:34][C@H:31]2[CH2:32][CH2:33][C@H:28]([N:18]3[C:17](=[O:42])[C:16]([CH2:15][C:12]4[CH:11]=[CH:10][C:9]([C:4]5[C:3]([C:1]#[N:2])=[CH:8][CH:7]=[CH:6][CH:5]=5)=[CH:14][CH:13]=4)=[C:21]([CH2:22][CH2:23][CH3:24])[N:20]4[N:25]=[CH:26][N:27]=[C:19]34)[CH2:29][CH2:30]2)[CH2:45][CH2:44]1. The yield is 0.750. The catalyst is O1CCCC1. The reactants are [C:1]([C:3]1[CH:8]=[CH:7][CH:6]=[CH:5][C:4]=1[C:9]1[CH:14]=[CH:13][C:12]([CH2:15][C:16]2[C:17](=[O:42])[N:18]([C@H:28]3[CH2:33][CH2:32][C@H:31]([O:34][CH2:35][C:36](N(OC)C)=[O:37])[CH2:30][CH2:29]3)[C:19]3[N:20]([N:25]=[CH:26][N:27]=3)[C:21]=2[CH2:22][CH2:23][CH3:24])=[CH:11][CH:10]=1)#[N:2].[CH:43]1([Mg]Br)[CH2:45][CH2:44]1.Cl. (7) The reactants are Cl[C:2]1[C:7]([C:8]([F:11])([F:10])[F:9])=[CH:6][CH:5]=[CH:4][N:3]=1.[CH3:12][O:13][C:14]1[CH:21]=[CH:20][C:17]([CH2:18][NH2:19])=[CH:16][CH:15]=1.CCN(C(C)C)C(C)C. The catalyst is C(O)CCC. The product is [CH3:12][O:13][C:14]1[CH:21]=[CH:20][C:17]([CH2:18][NH:19][C:2]2[C:7]([C:8]([F:11])([F:10])[F:9])=[CH:6][CH:5]=[CH:4][N:3]=2)=[CH:16][CH:15]=1. The yield is 0.830. (8) The reactants are [Br:1][C:2]1[N:7]=[C:6]([C:8]2[CH:13]=[CH:12][CH:11]=[C:10]([CH3:14])[N:9]=2)[CH:5]=[CH:4][CH:3]=1.S(=O)(=O)(O)[OH:16].[OH2:20]. The catalyst is [O-2].[Cr+6].[O-2].[O-2]. The product is [Br:1][C:2]1[N:7]=[C:6]([C:8]2[CH:13]=[CH:12][CH:11]=[C:10]([C:14]([OH:16])=[O:20])[N:9]=2)[CH:5]=[CH:4][CH:3]=1. The yield is 0.900. (9) The reactants are [I:1][C:2]1[C:3]([O:21][CH3:22])=[CH:4][CH:5]=[C:6]2[C:11]=1[O:10][CH:9]([C:12]([F:15])([F:14])[F:13])[C:8]([C:16]([O:18]CC)=[O:17])=[CH:7]2.O.[OH-].[Li+]. The catalyst is O1CCCC1.O. The product is [I:1][C:2]1[C:3]([O:21][CH3:22])=[CH:4][CH:5]=[C:6]2[C:11]=1[O:10][CH:9]([C:12]([F:15])([F:14])[F:13])[C:8]([C:16]([OH:18])=[O:17])=[CH:7]2. The yield is 0.810. (10) The yield is 0.940. The catalyst is ClCCl. The product is [C:12]([Si:9]([O:8][C:5]1[CH:6]=[CH:7][C:2]([I:1])=[CH:3][CH:4]=1)([CH3:11])[CH3:10])([CH3:15])([CH3:14])[CH3:13]. The reactants are [I:1][C:2]1[CH:7]=[CH:6][C:5]([OH:8])=[CH:4][CH:3]=1.[Si:9](Cl)([C:12]([CH3:15])([CH3:14])[CH3:13])([CH3:11])[CH3:10].N1C=CN=C1.